From a dataset of Catalyst prediction with 721,799 reactions and 888 catalyst types from USPTO. Predict which catalyst facilitates the given reaction. (1) Reactant: C([NH:4][C@@H:5]1[C@@H:11]([OH:12])[C@H:10]([OH:13])[C@@H:9]([CH2:14][OH:15])[O:8][CH:6]1[OH:7])(=O)C.Cl.OC1O[C@H](CO)[C@@H](O)[C@H](O)[C@H]1N. The catalyst class is: 6. Product: [OH:7][CH:6]1[O:8][C@H:9]([CH2:14][OH:15])[C@@H:10]([OH:13])[C@H:11]([OH:12])[C@H:5]1[NH2:4]. (2) Reactant: [CH3:1][O:2][C:3]1[CH:4]=[C:5]2[C:10](=[CH:11][C:12]=1[O:13][CH2:14][CH:15]1[CH2:17][O:16]1)[N:9]=[CH:8][CH:7]=[C:6]2[O:18][C:19]1[CH:24]=[CH:23][C:22]([CH3:25])=[CH:21][C:20]=1[C:26]([C:28]1[CH:33]=[CH:32][CH:31]=[CH:30][CH:29]=1)=[O:27].[N:34]1([CH:39]2[CH2:44][CH2:43][NH:42][CH2:41][CH2:40]2)[CH2:38][CH2:37][CH2:36][CH2:35]1.O. Product: [OH:16][CH:15]([CH2:17][N:42]1[CH2:43][CH2:44][CH:39]([N:34]2[CH2:38][CH2:37][CH2:36][CH2:35]2)[CH2:40][CH2:41]1)[CH2:14][O:13][C:12]1[CH:11]=[C:10]2[C:5]([C:6]([O:18][C:19]3[CH:24]=[CH:23][C:22]([CH3:25])=[CH:21][C:20]=3[C:26]([C:28]3[CH:29]=[CH:30][CH:31]=[CH:32][CH:33]=3)=[O:27])=[CH:7][CH:8]=[N:9]2)=[CH:4][C:3]=1[O:2][CH3:1]. The catalyst class is: 9. (3) Reactant: [CH3:1][C:2]1[C:3]([C:16]([C:18]2[CH:23]=[CH:22][C:21]([CH2:24]O)=[CH:20][CH:19]=2)=[CH2:17])=[CH:4][C:5]2[C:6]([CH3:15])([CH3:14])[CH2:7][CH2:8][C:9]([CH3:13])([CH3:12])[C:10]=2[CH:11]=1.CS(Cl)(=O)=O.[S:31]1[CH2:35][C:34](=[O:36])[NH:33][C:32]1=[O:37].[H-].[Na+]. Product: [CH3:1][C:2]1[C:3]([C:16]([C:18]2[CH:19]=[CH:20][C:21]([CH2:24][N:33]3[C:34](=[O:36])[CH2:35][S:31][C:32]3=[O:37])=[CH:22][CH:23]=2)=[CH2:17])=[CH:4][C:5]2[C:6]([CH3:14])([CH3:15])[CH2:7][CH2:8][C:9]([CH3:12])([CH3:13])[C:10]=2[CH:11]=1. The catalyst class is: 424. (4) Reactant: [BH4-].[Li+].[CH:3]12[N:9]([C:10]([O:12][CH2:13][C:14]3[CH:19]=[CH:18][CH:17]=[CH:16][CH:15]=3)=[O:11])[CH:6]([CH2:7][CH2:8]1)[CH2:5][CH:4]2[C:20](OCC)=[O:21]. Product: [OH:21][CH2:20][CH:4]1[CH2:5][CH:6]2[N:9]([C:10]([O:12][CH2:13][C:14]3[CH:15]=[CH:16][CH:17]=[CH:18][CH:19]=3)=[O:11])[CH:3]1[CH2:8][CH2:7]2. The catalyst class is: 7. (5) Reactant: [H-].[H-].[H-].[H-].[Li+].[Al+3].[CH3:7][O:8][C:9]1[C:13]([C:14](OCC)=[O:15])=[CH:12][N:11]([C:19]2[CH:24]=[CH:23][C:22]([C:25]([F:28])([F:27])[F:26])=[CH:21][CH:20]=2)[N:10]=1. Product: [CH3:7][O:8][C:9]1[C:13]([CH2:14][OH:15])=[CH:12][N:11]([C:19]2[CH:24]=[CH:23][C:22]([C:25]([F:28])([F:26])[F:27])=[CH:21][CH:20]=2)[N:10]=1. The catalyst class is: 7. (6) Reactant: Cl.[F:2][C:3]1[CH:8]=[C:7]([S:9]([CH3:12])(=[O:11])=[O:10])[C:6]([F:13])=[CH:5][C:4]=1[NH:14][C@H:15]1[CH2:20][CH2:19][CH2:18][N:17]([CH:21]2[CH2:26][CH2:25][NH:24][CH2:23][CH2:22]2)[C:16]1=[O:27].CCN(C(C)C)C(C)C.Cl[C:38]1[N:43]=[CH:42][C:41]([CH2:44][CH3:45])=[CH:40][N:39]=1. Product: [F:2][C:3]1[CH:8]=[C:7]([S:9]([CH3:12])(=[O:11])=[O:10])[C:6]([F:13])=[CH:5][C:4]=1[NH:14][C@H:15]1[CH2:20][CH2:19][CH2:18][N:17]([CH:21]2[CH2:22][CH2:23][N:24]([C:38]3[N:43]=[CH:42][C:41]([CH2:44][CH3:45])=[CH:40][N:39]=3)[CH2:25][CH2:26]2)[C:16]1=[O:27]. The catalyst class is: 3. (7) The catalyst class is: 9. Reactant: [H-].[Na+].[CH3:3][O:4][C:5]1[CH:20]=[CH:19][CH:18]=[CH:17][C:6]=1[O:7][C:8]1[NH:12][C:11]2[CH:13]=[CH:14][CH:15]=[CH:16][C:10]=2[N:9]=1.[Cl:21][C:22]1[N:27]=[C:26](Cl)[CH:25]=[CH:24][N:23]=1.[Cl-].[NH4+]. Product: [Cl:21][C:22]1[N:27]=[C:26]([N:12]2[C:11]3[CH:13]=[CH:14][CH:15]=[CH:16][C:10]=3[N:9]=[C:8]2[O:7][C:6]2[CH:17]=[CH:18][CH:19]=[CH:20][C:5]=2[O:4][CH3:3])[CH:25]=[CH:24][N:23]=1. (8) Reactant: [NH:1]1[CH2:6][CH2:5][O:4][CH2:3][CH2:2]1.[Cl:7][C:8]1[C:13]([O:14][CH3:15])=[C:12](Cl)[N:11]=[C:10]([C:17]2[CH:22]=[CH:21][C:20]([N+:23]([O-:25])=[O:24])=[CH:19][CH:18]=2)[N:9]=1. Product: [Cl:7][C:8]1[N:9]=[C:10]([C:17]2[CH:22]=[CH:21][C:20]([N+:23]([O-:25])=[O:24])=[CH:19][CH:18]=2)[N:11]=[C:12]([N:1]2[CH2:6][CH2:5][O:4][CH2:3][CH2:2]2)[C:13]=1[O:14][CH3:15]. The catalyst class is: 1. (9) Reactant: [NH:1]1[CH:5]=[N:4][CH:3]=[N:2]1.[H-].[Na+].[Cl:8][C:9]1[CH:14]=[N:13][CH:12]=[C:11](Cl)[N:10]=1. Product: [Cl:8][C:9]1[CH:14]=[N:13][CH:12]=[C:11]([N:1]2[CH:5]=[N:4][CH:3]=[N:2]2)[N:10]=1. The catalyst class is: 173.